Regression. Given a peptide amino acid sequence and an MHC pseudo amino acid sequence, predict their binding affinity value. This is MHC class II binding data. From a dataset of Peptide-MHC class II binding affinity with 134,281 pairs from IEDB. (1) The peptide sequence is AAAQASAAAAAYEAA. The MHC is HLA-DPA10103-DPB10401 with pseudo-sequence HLA-DPA10103-DPB10401. The binding affinity (normalized) is 0.108. (2) The binding affinity (normalized) is 0.353. The MHC is HLA-DQA10501-DQB10201 with pseudo-sequence HLA-DQA10501-DQB10201. The peptide sequence is AEILDGDNLFPKV. (3) The peptide sequence is TNDNNLYKLHGGHVS. The MHC is DRB1_0801 with pseudo-sequence DRB1_0801. The binding affinity (normalized) is 0.404. (4) The peptide sequence is CSGEPVVVHITDDNE. The MHC is HLA-DQA10102-DQB10602 with pseudo-sequence HLA-DQA10102-DQB10602. The binding affinity (normalized) is 0.209.